This data is from Full USPTO retrosynthesis dataset with 1.9M reactions from patents (1976-2016). The task is: Predict the reactants needed to synthesize the given product. Given the product [CH3:15][O:14][C:11]1[CH:12]=[C:13]2[C:8](=[CH:9][CH:10]=1)[C:7](=[O:6])[NH:18][C:1]([CH3:2])=[CH:4]2, predict the reactants needed to synthesize it. The reactants are: [C:1]([CH:4]1[C:13]2[C:8](=[CH:9][CH:10]=[C:11]([O:14][CH3:15])[CH:12]=2)[C:7](=O)[O:6]C1=O)(=O)[CH3:2].[NH4+:18].[OH-].